Dataset: Forward reaction prediction with 1.9M reactions from USPTO patents (1976-2016). Task: Predict the product of the given reaction. (1) Given the reactants [C:1]([O:4][C:5]1[CH:13]=[CH:12][C:11]([CH3:14])=[CH:10][C:6]=1[C:7]([OH:9])=[O:8])(=[O:3])[CH3:2].C(Cl)(Cl)(Cl)Cl.[Br:20]N1C(=O)CCC1=O.C(OCC)(=O)C, predict the reaction product. The product is: [C:1]([O:4][C:5]1[CH:13]=[CH:12][C:11]([CH2:14][Br:20])=[CH:10][C:6]=1[C:7]([OH:9])=[O:8])(=[O:3])[CH3:2]. (2) Given the reactants [OH:1][C@H:2]1[CH2:6][N:5]([C:7](=[O:15])[CH2:8][C:9]2[O:13][N:12]=[C:11]([CH3:14])[CH:10]=2)[C@H:4]([C:16]([OH:18])=O)[CH2:3]1.Cl.[NH2:20][CH2:21][C:22]1[CH:27]=[CH:26][C:25]([C:28]2[CH:29]=[CH:30][C:31]3[O:35][C:34](=[O:36])[NH:33][C:32]=3[CH:37]=2)=[CH:24][CH:23]=1.CCN(C(C)C)C(C)C.CN(C(ON1N=NC2C=CC=NC1=2)=[N+](C)C)C.F[P-](F)(F)(F)(F)F, predict the reaction product. The product is: [OH:1][C@H:2]1[CH2:6][N:5]([C:7](=[O:15])[CH2:8][C:9]2[O:13][N:12]=[C:11]([CH3:14])[CH:10]=2)[C@H:4]([C:16]([NH:20][CH2:21][C:22]2[CH:23]=[CH:24][C:25]([C:28]3[CH:29]=[CH:30][C:31]4[O:35][C:34](=[O:36])[NH:33][C:32]=4[CH:37]=3)=[CH:26][CH:27]=2)=[O:18])[CH2:3]1. (3) Given the reactants [CH2:1]([NH:9][C:10]1[CH:15]=[CH:14][N:13]=[C:12]2[S:16][C:17]([CH:19](O)[CH3:20])=[CH:18][C:11]=12)[CH2:2][C:3]1[CH:8]=[CH:7][CH:6]=[CH:5][CH:4]=1.[Cl-].[Al+3].[Cl-].[Cl-].[H-].[Al+3].[Li+].[H-].[H-].[H-].C(OCC)(=O)C, predict the reaction product. The product is: [CH2:19]([C:17]1[S:16][C:12]2[N:13]=[CH:14][CH:15]=[C:10]([NH:9][CH2:1][CH2:2][C:3]3[CH:8]=[CH:7][CH:6]=[CH:5][CH:4]=3)[C:11]=2[CH:18]=1)[CH3:20]. (4) Given the reactants Cl[CH2:2][C:3]([NH:5][C:6]1[CH:11]=[CH:10][CH:9]=[C:8]([F:12])[CH:7]=1)=[O:4].[Al+3].[Cl-].[Cl-].[Cl-], predict the reaction product. The product is: [F:12][C:8]1[CH:7]=[C:6]2[C:11]([CH2:2][C:3](=[O:4])[NH:5]2)=[CH:10][CH:9]=1. (5) Given the reactants [Cl:1][C:2]1[CH:7]=[CH:6][N:5]=[C:4]2[CH:8]=[C:9]([C:11]([OH:13])=O)[S:10][C:3]=12.[CH3:14][N:15]([C@@H:23]1[CH2:27][CH2:26][NH:25][CH2:24]1)[C:16](=[O:22])[O:17][C:18]([CH3:21])([CH3:20])[CH3:19].CCN(CC)CC, predict the reaction product. The product is: [Cl:1][C:2]1[CH:7]=[CH:6][N:5]=[C:4]2[CH:8]=[C:9]([C:11]([N:25]3[CH2:26][CH2:27][C@@H:23]([N:15]([CH3:14])[C:16](=[O:22])[O:17][C:18]([CH3:19])([CH3:20])[CH3:21])[CH2:24]3)=[O:13])[S:10][C:3]=12. (6) Given the reactants [CH2:1]([O:3][C:4](=[O:28])[CH2:5][N:6]1[C:14]2[C:9](=[C:10]([Br:15])[CH:11]=[CH:12][CH:13]=2)[C:8]([C:18]2[CH:23]=[C:22]([F:24])[C:21]([F:25])=[CH:20][C:19]=2[OH:26])([CH2:16]O)[C:7]1=[O:27])[CH3:2].C(OC(=O)CN1C2C(=CC=CC=2)C(C2C=C3C(=CC=2O)CCC3)(CO)C1=O)C, predict the reaction product. The product is: [CH2:1]([O:3][C:4](=[O:28])[CH2:5][N:6]1[C:14]2[C:9](=[C:10]([Br:15])[CH:11]=[CH:12][CH:13]=2)[C:8]2([C:18]3[CH:23]=[C:22]([F:24])[C:21]([F:25])=[CH:20][C:19]=3[O:26][CH2:16]2)[C:7]1=[O:27])[CH3:2]. (7) Given the reactants C(=O)([O-])O[CH2:3][CH:4]=[CH:5][C:6]1[CH:11]=[CH:10][CH:9]=[CH:8][CH:7]=1.[F:14][C:15]([F:24])([F:23])[C:16]1[CH:22]=[CH:21][C:19]([NH2:20])=[CH:18][CH:17]=1, predict the reaction product. The product is: [C:4]([CH:5]([C:6]1[CH:11]=[CH:10][CH:9]=[CH:8][CH:7]=1)[NH:20][C:19]1[CH:21]=[CH:22][C:16]([C:15]([F:14])([F:23])[F:24])=[CH:17][CH:18]=1)#[CH:3].